Dataset: Catalyst prediction with 721,799 reactions and 888 catalyst types from USPTO. Task: Predict which catalyst facilitates the given reaction. (1) Reactant: [Cl:1][C:2]1[CH:7]=[C:6]([N+:8]([O-])=O)[CH:5]=[CH:4][C:3]=1[C:11]([CH3:18])([CH3:17])[CH2:12][NH:13][C:14](=[O:16])[CH3:15]. Product: [NH2:8][C:6]1[CH:5]=[CH:4][C:3]([C:11]([CH3:18])([CH3:17])[CH2:12][NH:13][C:14](=[O:16])[CH3:15])=[C:2]([Cl:1])[CH:7]=1. The catalyst class is: 458. (2) Reactant: [I:1][C:2]1[CH:8]=[CH:7][C:5]([NH2:6])=[CH:4][C:3]=1[C:9]1[NH:13][C:12]2[C:14]3[C:19]([C:20]4[CH:21]=[CH:22][CH:23]=[CH:24][C:25]=4[C:11]=2[N:10]=1)=[CH:18][CH:17]=[CH:16][CH:15]=3.N([O-])=O.[Na+].[N-:30]=[N+:31]=[N-].[Na+]. Product: [N:6]([C:5]1[CH:7]=[CH:8][C:2]([I:1])=[C:3]([C:9]2[NH:10][C:11]3[C:25]4[C:20]([C:19]5[CH:18]=[CH:17][CH:16]=[CH:15][C:14]=5[C:12]=3[N:13]=2)=[CH:21][CH:22]=[CH:23][CH:24]=4)[CH:4]=1)=[N+:30]=[N-:31]. The catalyst class is: 86. (3) Reactant: [OH:1][NH:2][C:3](=[O:9])[O:4][C:5]([CH3:8])([CH3:7])[CH3:6].[Cl:10][C:11]1[CH:19]=[CH:18][C:14]([C:15](Cl)=[O:16])=[CH:13][CH:12]=1.C(N(CC)CC)C. Product: [Cl:10][C:11]1[CH:19]=[CH:18][C:14]([C:15]([O:1][NH:2][C:3](=[O:9])[O:4][C:5]([CH3:8])([CH3:7])[CH3:6])=[O:16])=[CH:13][CH:12]=1. The catalyst class is: 2. (4) Reactant: [NH2:1][C:2]1[CH:7]=[CH:6][N:5]([C@H:8]2[C@@:12]([OH:14])([CH3:13])[C@H:11]([F:15])[C@@H:10]([CH2:16][OH:17])[O:9]2)[C:4](=[O:18])[N:3]=1.C([Mg]Cl)(C)(C)C.[C:25]1([O:35][P:36]([NH:48][C@@H:49]([CH3:58])[C:50]([O:52][CH2:53][C:54]([CH3:57])([CH3:56])[CH3:55])=[O:51])(OC2C=CC([N+]([O-])=O)=CC=2)=[O:37])[C:34]2[C:29](=[CH:30][CH:31]=[CH:32][CH:33]=2)[CH:28]=[CH:27][CH:26]=1. Product: [NH2:1][C:2]1[CH:7]=[CH:6][N:5]([C@@H:8]2[O:9][C@H:10]([CH2:16][O:17][C:26]3[CH:27]=[CH:28][C:29]4[C:34](=[CH:33][CH:32]=[CH:31][CH:30]=4)[C:25]=3[O:35][P:36](=[N:48][C@@H:49]([CH3:58])[C:50]([O:52][CH2:53][C:54]([CH3:57])([CH3:56])[CH3:55])=[O:51])=[O:37])[C@@H:11]([F:15])[C@:12]2([OH:14])[CH3:13])[C:4](=[O:18])[N:3]=1. The catalyst class is: 3. (5) Reactant: [Cl:1][C:2]1[N:3]=[C:4]([C:9]([OH:11])=O)[NH:5][C:6]=1[CH2:7][CH3:8].S(Cl)(Cl)=O.[NH2:16][C:17]1[CH:18]=[C:19]2[C:23](=[CH:24][CH:25]=1)[CH2:22][N:21]([C:26]([O:28][C:29]([CH3:32])([CH3:31])[CH3:30])=[O:27])[CH2:20]2. Product: [Cl:1][C:2]1[N:3]=[C:4]([C:9]([NH:16][C:17]2[CH:18]=[C:19]3[C:23](=[CH:24][CH:25]=2)[CH2:22][N:21]([C:26]([O:28][C:29]([CH3:32])([CH3:31])[CH3:30])=[O:27])[CH2:20]3)=[O:11])[NH:5][C:6]=1[CH2:7][CH3:8]. The catalyst class is: 17.